This data is from Forward reaction prediction with 1.9M reactions from USPTO patents (1976-2016). The task is: Predict the product of the given reaction. (1) Given the reactants [CH2:1]([N:3]1[CH:11]=[C:10]2[C:5]([CH:6]=[C:7]([C:13]([O:15][CH3:16])=[O:14])[CH:8]=[C:9]2[OH:12])=[N:4]1)[CH3:2].[N:17]1([C:21]([C:23]2[C:28]([F:29])=[CH:27][C:26](F)=[CH:25][N:24]=2)=[O:22])[CH2:20][CH2:19][CH2:18]1, predict the reaction product. The product is: [N:17]1([C:21]([C:23]2[N:24]=[CH:25][C:26]([O:12][C:9]3[C:10]4[C:5]([CH:6]=[C:7]([C:13]([O:15][CH3:16])=[O:14])[CH:8]=3)=[N:4][N:3]([CH2:1][CH3:2])[CH:11]=4)=[CH:27][C:28]=2[F:29])=[O:22])[CH2:20][CH2:19][CH2:18]1. (2) Given the reactants [CH2:1]([NH:8][C:9](=[O:21])[C@H:10]([NH:13]C(OC(C)(C)C)=O)[CH2:11][OH:12])[C:2]1[CH:7]=[CH:6][CH:5]=[CH:4][CH:3]=1.ClCCl.Cl.[OH-].[Na+], predict the reaction product. The product is: [NH2:13][C@H:10]([CH2:11][OH:12])[C:9]([NH:8][CH2:1][C:2]1[CH:7]=[CH:6][CH:5]=[CH:4][CH:3]=1)=[O:21]. (3) Given the reactants [Cl-].[CH3:2][C:3]1[CH:8]=[C:7]([NH:9][C:10](=[O:18])[C:11]2[CH:16]=[CH:15][CH:14]=[CH:13][C:12]=2[CH3:17])[CH:6]=[CH:5][C:4]=1[C:19](=[O:27])C[N+]1C=CC=CC=1.[Cl-].CC1C=CC(C(=[O:44])C[N+]2C=CC=CC=2)=C(NC(=O)C2C=CC=CC=2C)C=1.[OH-].[Na+].Cl, predict the reaction product. The product is: [CH3:2][C:3]1[CH:8]=[C:7]([NH:9][C:10](=[O:18])[C:11]2[CH:16]=[CH:15][CH:14]=[CH:13][C:12]=2[CH3:17])[CH:6]=[CH:5][C:4]=1[C:19]([OH:27])=[O:44]. (4) Given the reactants [CH3:1][N:2]1[CH2:7][CH2:6][N:5]([C:8]2[CH:13]=[CH:12][C:11]([CH:14]([CH3:18])[CH2:15][C:16]#[N:17])=[CH:10][CH:9]=2)[CH2:4][CH2:3]1.[OH2:19], predict the reaction product. The product is: [CH3:1][N:2]1[CH2:7][CH2:6][N:5]([C:8]2[CH:13]=[CH:12][C:11]([CH:14]([CH3:18])[CH2:15][C:16]([NH2:17])=[O:19])=[CH:10][CH:9]=2)[CH2:4][CH2:3]1. (5) Given the reactants [CH3:1][C:2]1([CH3:22])[O:6][C@@H:5]([CH2:7][O:8][C:9]2[C:13]([CH3:14])=[C:12]([NH2:15])[N:11]([C:16]3[CH:21]=[CH:20][CH:19]=[CH:18][CH:17]=3)[N:10]=2)[CH2:4][O:3]1.C1(C2C=CC([CH2:32][O:33]C)=CC=2CN)CC1.[CH3:37][O:38][CH2:39][C:40]1[CH:41]=[CH:42][C:43]([O:48][C:49]([F:52])([F:51])[F:50])=[C:44]([CH2:46][NH2:47])[CH:45]=1, predict the reaction product. The product is: [CH3:1][C:2]1([CH3:22])[O:6][C@@H:5]([CH2:7][O:8][C:9]2[C:13]([CH3:14])=[C:12]([NH:15][C:32]([NH:47][CH2:46][C:44]3[CH:45]=[C:40]([CH2:39][O:38][CH3:37])[CH:41]=[CH:42][C:43]=3[O:48][C:49]([F:50])([F:51])[F:52])=[O:33])[N:11]([C:16]3[CH:21]=[CH:20][CH:19]=[CH:18][CH:17]=3)[N:10]=2)[CH2:4][O:3]1. (6) Given the reactants [N:1]1[CH:2]=[CH:3][N:4]2[CH:9]=[CH:8][C:7]([CH2:10][NH:11][C:12]([C:14]3[S:15][C:16]([C:19]4[CH:20]=[N:21][N:22]([CH2:24][C:25]5([CH3:31])[CH2:30][CH2:29][NH:28][CH2:27][CH2:26]5)[CH:23]=4)=[CH:17][CH:18]=3)=[O:13])=[CH:6][C:5]=12.CN1CC[O:36][CH2:35][CH2:34]1.BrCC(ON1C(=O)CCC1=O)=O.[NH2:51][C@@H:52]([CH2:56][SH:57])[C:53]([OH:55])=[O:54], predict the reaction product. The product is: [N:1]1[CH:2]=[CH:3][N:4]2[CH:9]=[CH:8][C:7]([CH2:10][NH:11][C:12]([C:14]3[S:15][C:16]([C:19]4[CH:20]=[N:21][N:22]([CH2:24][C:25]5([CH3:31])[CH2:30][CH2:29][N:28]([C:35](=[O:36])[CH2:34][S:57][CH2:56][C@@H:52]([C:53]([OH:55])=[O:54])[NH2:51])[CH2:27][CH2:26]5)[CH:23]=4)=[CH:17][CH:18]=3)=[O:13])=[CH:6][C:5]=12. (7) Given the reactants [O:1]=[C:2]1[N:7]([CH2:8][C:9]#[CH:10])[N:6]=[N:5][C:4]2=[C:11]([C:14]([OH:16])=O)[N:12]=[CH:13][N:3]12.C(N(CC)CC)C.[CH2:24]([O:31][NH2:32])[C:25]1[CH:30]=[CH:29][CH:28]=[CH:27][CH:26]=1, predict the reaction product. The product is: [CH2:24]([O:31][NH:32][C:14]([C:11]1[N:12]=[CH:13][N:3]2[C:2](=[O:1])[N:7]([CH2:8][C:9]#[CH:10])[N:6]=[N:5][C:4]=12)=[O:16])[C:25]1[CH:30]=[CH:29][CH:28]=[CH:27][CH:26]=1. (8) The product is: [CH3:19][O:20][C:21]([C:23]1[CH:24]=[C:25]2[C:29](=[CH:30][CH:31]=1)[N:28]([CH2:13][C:7]1[C:6]([O:5][CH2:1][CH:2]([CH3:3])[CH3:4])=[CH:11][CH:10]=[C:9]([CH3:12])[N:8]=1)[N:27]=[CH:26]2)=[O:22]. Given the reactants [CH2:1]([O:5][C:6]1[C:7]([CH2:13]OS(C)(=O)=O)=[N:8][C:9]([CH3:12])=[CH:10][CH:11]=1)[CH:2]([CH3:4])[CH3:3].[CH3:19][O:20][C:21]([C:23]1[CH:24]=[C:25]2[C:29](=[CH:30][CH:31]=1)[NH:28][N:27]=[CH:26]2)=[O:22].C(=O)([O-])[O-].[Cs+].[Cs+], predict the reaction product. (9) Given the reactants [NH2:1][CH2:2][CH2:3][NH:4][C:5]([C:7]1[S:8][C:9]([I:22])=[C:10]([C:20]#[N:21])[C:11]=1[C:12]1[CH:17]=[CH:16][C:15]([Cl:18])=[CH:14][C:13]=1[Cl:19])=O.C1(C)C=CC=CC=1.P(Cl)(Cl)(Cl)=O, predict the reaction product. The product is: [Cl:19][C:13]1[CH:14]=[C:15]([Cl:18])[CH:16]=[CH:17][C:12]=1[C:11]1[C:10]([C:20]#[N:21])=[C:9]([I:22])[S:8][C:7]=1[C:5]1[NH:4][CH2:3][CH2:2][N:1]=1.